Dataset: Reaction yield outcomes from USPTO patents with 853,638 reactions. Task: Predict the reaction yield, written as a fraction of the theoretical maximum amount of product (1.0 means a 100% yield; for example, 0.34 means a 34% yield). (1) The reactants are NC1(C2C=CC(C3C(=O)C4C(=CC=C(F)C=4)OC=3C3C=CC=CC=3)=CC=2)CCC1.C(OC(=O)[NH:36][C:37]1([C:41]2[CH:46]=[CH:45][C:44]([C:47]3[C:56](=[O:57])[C:55]4[C:50](=[C:51]([Br:58])[CH:52]=[CH:53][CH:54]=4)[O:49][C:48]=3[C:59]3[CH:64]=[CH:63][CH:62]=[CH:61][CH:60]=3)=[CH:43][CH:42]=2)[CH2:40][CH2:39][CH2:38]1)(C)(C)C. No catalyst specified. The product is [NH2:36][C:37]1([C:41]2[CH:42]=[CH:43][C:44]([C:47]3[C:56](=[O:57])[C:55]4[C:50](=[C:51]([Br:58])[CH:52]=[CH:53][CH:54]=4)[O:49][C:48]=3[C:59]3[CH:64]=[CH:63][CH:62]=[CH:61][CH:60]=3)=[CH:45][CH:46]=2)[CH2:38][CH2:39][CH2:40]1. The yield is 0.860. (2) The reactants are [Cl-].O[NH3+:3].[C:4](=[O:7])([O-])[OH:5].[Na+].CS(C)=O.[O:13]=[C:14]1[C:19]([CH2:20][C:21]2[CH:26]=[CH:25][C:24]([C:27]3[C:28]([C:33]#[N:34])=[CH:29][CH:30]=[CH:31][CH:32]=3)=[CH:23][CH:22]=2)=[C:18]([CH2:35][CH2:36][CH3:37])[N:17]2[N:38]=[CH:39][N:40]=[C:16]2[N:15]1[CH:41]1[CH2:46][CH2:45][CH2:44][O:43][CH2:42]1. The catalyst is C(OCC)(=O)C. The product is [O:7]=[C:4]1[O:5][N:3]=[C:33]([C:28]2[CH:29]=[CH:30][CH:31]=[CH:32][C:27]=2[C:24]2[CH:23]=[CH:22][C:21]([CH2:20][C:19]3[C:14](=[O:13])[N:15]([CH:41]4[CH2:46][CH2:45][CH2:44][O:43][CH2:42]4)[C:16]4[N:17]([N:38]=[CH:39][N:40]=4)[C:18]=3[CH2:35][CH2:36][CH3:37])=[CH:26][CH:25]=2)[NH:34]1. The yield is 0.180. (3) The reactants are CC1(C)[O:7][C@@H:6]2[C@H:8]3[O:13][C:12]([CH3:15])([CH3:14])[O:11][C@H:9]3[O:10][C@@H:5]2[CH2:4][O:3]1.O=C[C@@H]([C@H]([C@@H](CO)O)O)O. The catalyst is OS(O)(=O)=O. The product is [CH3:14][C:12]1([CH3:15])[O:11][C@@H:9]2[C@@H:8]([C@@H:6]([OH:7])[C@@H:5]([CH2:4][OH:3])[O:10]2)[O:13]1. The yield is 0.685. (4) The reactants are C([O:3][C:4]([C@H:6]1[CH2:11][CH2:10][C@H:9]([O:12][C:13]2[CH:18]=[CH:17][N:16]=[CH:15][N:14]=2)[CH2:8][CH2:7]1)=[O:5])C.[OH-].[Na+]. The catalyst is O1CCOCC1. The product is [N:16]1[CH:17]=[CH:18][C:13]([O:12][C@H:9]2[CH2:8][CH2:7][C@H:6]([C:4]([OH:5])=[O:3])[CH2:11][CH2:10]2)=[N:14][CH:15]=1. The yield is 0.950. (5) The reactants are [CH3:1][O:2][C:3]1[CH:24]=[CH:23][C:6]([CH2:7][N:8]2[CH:17]=[C:16]3[C:10]([N:11]([CH2:19][C:20]([OH:22])=O)[CH2:12][CH2:13][CH2:14][C:15]3=[O:18])=[N:9]2)=[CH:5][CH:4]=1.CN(C(O[N:33]1N=N[C:35]2C=CC=[N:39][C:34]1=2)=[N+](C)C)C.F[P-](F)(F)(F)(F)F.ONC(=N)C.CCN(CC)CC.C([O-])([O-])=O.[Na+].[Na+]. The catalyst is CN(C=O)C.CCOC(C)=O. The product is [CH3:1][O:2][C:3]1[CH:4]=[CH:5][C:6]([CH2:7][N:8]2[CH:17]=[C:16]3[C:10]([N:11]([CH2:19][C:20]4[O:22][N:39]=[C:34]([CH3:35])[N:33]=4)[CH2:12][CH2:13][CH2:14][C:15]3=[O:18])=[N:9]2)=[CH:23][CH:24]=1. The yield is 0.140. (6) The reactants are Br[C:2]1[CH:3]=[C:4]([C:11](=O)[CH3:12])[CH:5]=[CH:6][C:7]=1[N+:8]([O-:10])=[O:9].[C:14]([NH2:17])(=[S:16])[CH3:15].C(OCC)(=O)C. The catalyst is CN(C)C=O. The product is [CH3:15][C:14]1[S:16][CH:12]=[C:11]([C:4]2[CH:5]=[CH:6][C:7]([N+:8]([O-:10])=[O:9])=[CH:2][CH:3]=2)[N:17]=1. The yield is 0.800. (7) The reactants are C([O:3][C:4]([C:6]1[N:7]=[C:8]2[C:13]([C:14]#[N:15])=[CH:12][C:11]([C:16]3[CH:21]=[CH:20][CH:19]=[CH:18][CH:17]=3)=[CH:10][N:9]2[CH:22]=1)=[O:5])C.[OH-].[Na+]. The catalyst is CCO.C1COCC1. The product is [C:14]([C:13]1[C:8]2[N:9]([CH:22]=[C:6]([C:4]([OH:5])=[O:3])[N:7]=2)[CH:10]=[C:11]([C:16]2[CH:17]=[CH:18][CH:19]=[CH:20][CH:21]=2)[CH:12]=1)#[N:15]. The yield is 0.580. (8) The reactants are [Cl:1][C:2]1[CH:3]=[CH:4][C:5]([C:23](OC)=[O:24])=[C:6]2[C:10]=1[N:9]=[C:8]1[N:11]([C:14]3[C:19]([CH3:20])=[CH:18][C:17]([Cl:21])=[CH:16][C:15]=3[Cl:22])[CH2:12][CH2:13][N:7]21.[BH4-].[Li+].[Cl-].[NH4+]. The catalyst is O1CCCC1. The product is [Cl:1][C:2]1[C:10]2[N:9]=[C:8]3[N:11]([C:14]4[C:19]([CH3:20])=[CH:18][C:17]([Cl:21])=[CH:16][C:15]=4[Cl:22])[CH2:12][CH2:13][N:7]3[C:6]=2[C:5]([CH2:23][OH:24])=[CH:4][CH:3]=1. The yield is 0.890.